This data is from Forward reaction prediction with 1.9M reactions from USPTO patents (1976-2016). The task is: Predict the product of the given reaction. (1) Given the reactants Cl.[Cl:2][CH2:3][CH2:4][CH2:5][C:6]#[C:7][C:8]([NH2:11])([CH3:10])[CH3:9].ON1C2C=CC=CC=2N=N1.Cl.CN(C)CCCN=C=NCC.[Cl:34][C:35]1[CH:36]=[C:37]([CH:45]=[C:46]([Cl:48])[CH:47]=1)[O:38][CH:39]([CH2:43][CH3:44])[C:40](O)=[O:41], predict the reaction product. The product is: [Cl:34][C:35]1[CH:36]=[C:37]([CH:45]=[C:46]([Cl:48])[CH:47]=1)[O:38][CH:39]([CH2:43][CH3:44])[C:40]([NH:11][C:8]([CH3:10])([CH3:9])[C:7]#[C:6][CH2:5][CH2:4][CH2:3][Cl:2])=[O:41]. (2) Given the reactants [OH-].[K+].[CH:3]1([C:9]#[C:10][CH3:11])[CH2:8][CH2:7][CH2:6][CH2:5][CH2:4]1.[SiH2:12]([CH2:15][CH3:16])[CH2:13][CH3:14], predict the reaction product. The product is: [CH:3]1([CH2:9][C:10]#[C:11][SiH:12]([CH2:15][CH3:16])[CH2:13][CH3:14])[CH2:8][CH2:7][CH2:6][CH2:5][CH2:4]1. (3) Given the reactants [N+:1]1([O-])[C:10]2[C:5](=[CH:6][CH:7]=[CH:8][CH:9]=2)[CH:4]=[CH:3][CH:2]=1.ClC(OCC(C)C)=O.C([Mg]Br)=C.O, predict the reaction product. The product is: [N:1]1[C:10]2[C:5](=[CH:6][CH:7]=[CH:8][CH:9]=2)[CH:4]=[CH:3][CH:2]=1. (4) Given the reactants [N:1]1([C:8]2[CH:9]=[CH:10][C:11]3[N:12]([C:14]([C:17]([F:20])([F:19])[F:18])=[N:15][N:16]=3)[N:13]=2)[CH2:7][CH2:6][CH2:5][NH:4][CH2:3][CH2:2]1.[CH3:21][O:22][C:23]1[CH:30]=[CH:29][CH:28]=[CH:27][C:24]=1[CH:25]=O, predict the reaction product. The product is: [CH3:21][O:22][C:23]1[CH:30]=[CH:29][CH:28]=[CH:27][C:24]=1[CH2:25][N:4]1[CH2:5][CH2:6][CH2:7][N:1]([C:8]2[CH:9]=[CH:10][C:11]3[N:12]([C:14]([C:17]([F:18])([F:19])[F:20])=[N:15][N:16]=3)[N:13]=2)[CH2:2][CH2:3]1. (5) Given the reactants C([O-])([O-])=O.[K+].[K+].Cl[CH2:8][C:9]([NH:11][C:12]1[CH:17]=[CH:16][C:15]([C:18]2[CH:23]=[CH:22][C:21]([CH:24]([CH3:35])[C:25]([O:27][CH2:28][C:29]3[CH:34]=[CH:33][CH:32]=[CH:31][CH:30]=3)=[O:26])=[CH:20][C:19]=2[F:36])=[CH:14][CH:13]=1)=[O:10].[OH:37][C:38]1[CH:60]=[CH:59][C:41]([C:42]([C:44]2[CH:58]=[CH:57][C:47]([O:48][CH2:49][C:50]([O:52][C:53]([CH3:56])([CH3:55])[CH3:54])=[O:51])=[CH:46][CH:45]=2)=[O:43])=[CH:40][CH:39]=1, predict the reaction product. The product is: [C:53]([O:52][C:50](=[O:51])[CH2:49][O:48][C:47]1[CH:57]=[CH:58][C:44]([C:42]([C:41]2[CH:40]=[CH:39][C:38]([O:37][CH2:8][C:9]([NH:11][C:12]3[CH:17]=[CH:16][C:15]([C:18]4[CH:23]=[CH:22][C:21]([CH:24]([CH3:35])[C:25]([O:27][CH2:28][C:29]5[CH:34]=[CH:33][CH:32]=[CH:31][CH:30]=5)=[O:26])=[CH:20][C:19]=4[F:36])=[CH:14][CH:13]=3)=[O:10])=[CH:60][CH:59]=2)=[O:43])=[CH:45][CH:46]=1)([CH3:56])([CH3:54])[CH3:55].